Dataset: Forward reaction prediction with 1.9M reactions from USPTO patents (1976-2016). Task: Predict the product of the given reaction. (1) The product is: [CH2:6]([N:8]([CH2:9][CH3:10])[C:3](=[O:4])[CH2:2][N:11]([S:27]([C:24]1[CH:25]=[CH:26][C:21]([CH2:19][CH3:20])=[CH:22][CH:23]=1)(=[O:29])=[O:28])[C:12]1[CH:17]=[CH:16][C:15]([CH3:18])=[CH:14][CH:13]=1)[CH3:7]. Given the reactants Br[CH2:2][C:3](Br)=[O:4].[CH2:6]([NH:8][CH2:9][CH3:10])[CH3:7].[NH2:11][C:12]1[CH:17]=[CH:16][C:15]([CH3:18])=[CH:14][CH:13]=1.[CH2:19]([C:21]1[CH:26]=[CH:25][C:24]([S:27](Cl)(=[O:29])=[O:28])=[CH:23][CH:22]=1)[CH3:20], predict the reaction product. (2) The product is: [Br:1][C:2]1[CH:3]=[CH:4][C:5]([CH2:6][N:7]2[C:12](=[O:13])[C:11]([C:14]([NH:16][CH2:17][C:18]([O:20][C:21]([CH3:23])([CH3:24])[CH3:22])=[O:19])=[O:15])=[C:10]([OH:25])[C:9]3[CH2:26][N:27]([C:73]([C:71]4[N:70]=[CH:69][S:68][CH:72]=4)=[O:74])[CH:28]([CH3:29])[C:8]2=3)=[CH:30][CH:31]=1. Given the reactants [Br:1][C:2]1[CH:31]=[CH:30][C:5]([CH2:6][N:7]2[C:12](=[O:13])[C:11]([C:14]([NH:16][CH2:17][C:18]([O:20][C:21]([CH3:24])([CH3:23])[CH3:22])=[O:19])=[O:15])=[C:10]([OH:25])[C:9]3[CH2:26][NH:27][CH:28]([CH3:29])[C:8]2=3)=[CH:4][CH:3]=1.Cl.C1(C2C=CC=CC=2)C=CC(CN2C(=O)C(C(NCC(OC(C)(C)C)=O)=O)=C(O)C3CNCC2=3)=CC=1.[S:68]1[CH:72]=[C:71]([C:73](Cl)=[O:74])[N:70]=[CH:69]1.CCN(CC)CC, predict the reaction product. (3) Given the reactants [Cl:1][C:2]1[CH:7]=[C:6]([NH:8][C:9]2[CH:14]=[CH:13][C:12]([F:15])=[CH:11][C:10]=2[F:16])[CH:5]=[CH:4][C:3]=1[C:17]([C:19]1[CH:24]=[C:23]([N+:25]([O-])=O)[CH:22]=[CH:21][C:20]=1[CH3:28])=[O:18].[NH4+].[Cl-], predict the reaction product. The product is: [NH2:25][C:23]1[CH:22]=[CH:21][C:20]([CH3:28])=[C:19]([C:17]([C:3]2[CH:4]=[CH:5][C:6]([NH:8][C:9]3[CH:14]=[CH:13][C:12]([F:15])=[CH:11][C:10]=3[F:16])=[CH:7][C:2]=2[Cl:1])=[O:18])[CH:24]=1. (4) Given the reactants [NH2:1][C:2]1[C:10]2[C:9]([C:11]3[CH:16]=[CH:15][CH:14]=[CH:13][C:12]=3[O:17]CC3C=CC=CC=3)=[N:8][C:7]([NH:25][CH:26]3[CH2:28][CH2:27]3)=[N:6][C:5]=2[S:4][C:3]=1[C:29]([NH2:31])=[O:30], predict the reaction product. The product is: [NH2:1][C:2]1[C:10]2[C:9]([C:11]3[CH:16]=[CH:15][CH:14]=[CH:13][C:12]=3[OH:17])=[N:8][C:7]([NH:25][CH:26]3[CH2:28][CH2:27]3)=[N:6][C:5]=2[S:4][C:3]=1[C:29]([NH2:31])=[O:30]. (5) The product is: [CH3:29][O:28][C:5]1[CH:4]=[CH:3][C:2]([CH3:31])=[CH:7][C:6]=1[C:8]1[CH:9]=[CH:10][C:11]([C@H:14]([NH2:16])[CH3:15])=[CH:12][CH:13]=1. Given the reactants Cl[C:2]1[CH:3]=[CH:4][C:5]([O:28][CH2:29]C)=[C:6]([C:8]2[CH:13]=[CH:12][C:11]([C@H:14]([NH:16]S(C3C(C)=NN(C)C=3Cl)(=O)=O)[CH3:15])=[CH:10][CH:9]=2)[CH:7]=1.[CH3:31]OC1C=CC(C)=CC=1B(O)O.BrC1C=CC([C@H](N)C)=CC=1, predict the reaction product. (6) Given the reactants CC[C@H]1[C@H]2C[C@H]([C@H:36]([O:35]C3C4C(=CC=CC=4)C([O:35][C@H:36]([C:47]4C=CN=[C:53]5[C:48]=4[CH:49]=[C:50](OC)[CH:51]=[CH:52]5)[C@@H]4N5C[C@H](CC)[C@@H](CC5)C4)=NN=3)[C:47]3C=CN=[C:53]4[C:48]=3[CH:49]=[C:50](OC)[CH:51]=[CH:52]4)N(CC2)C1.C([OH:63])(C)(C)C.[C:64]([O:68][C:69](=[O:81])[NH:70][C@H:71](C1C=CC(C=C)=CC=1)[CH3:72])([CH3:67])([CH3:66])[CH3:65].S([O-])([O-])=O.[Na+].[Na+], predict the reaction product. The product is: [C:64]([O:68][C:69](=[O:81])[NH:70][C@H:71]([C:51]1[CH:50]=[CH:49][C:48]([C@H:47]([OH:63])[CH2:36][OH:35])=[CH:53][CH:52]=1)[CH3:72])([CH3:67])([CH3:66])[CH3:65]. (7) Given the reactants [NH:1]1[CH2:6][CH2:5][O:4][CH2:3][C:2]1=[NH:7].[C:8]([OH:11])(=[O:10])[CH3:9], predict the reaction product. The product is: [C:8]([OH:11])(=[O:10])[CH3:9].[NH:1]1[CH2:6][CH2:5][O:4][CH2:3][C:2]1=[NH:7]. (8) Given the reactants [Br:1][C:2]1[CH:3]=[C:4](I)[CH:5]=[CH:6][CH:7]=1.[C:9]1([C:15]2[CH:33]=[C:32](B(O)O)[C:18]3[O:19][C:20]4[CH:25]=[CH:24][C:23]([C:26]5[CH:31]=[CH:30][CH:29]=[CH:28][CH:27]=5)=[CH:22][C:21]=4[C:17]=3[CH:16]=2)[CH:14]=[CH:13][CH:12]=[CH:11][CH:10]=1.C(=O)([O-])[O-].[Na+].[Na+], predict the reaction product. The product is: [Br:1][C:2]1[CH:3]=[C:4]([C:25]2[C:20]3[O:19][C:18]4[CH:32]=[CH:33][C:15]([C:9]5[CH:14]=[CH:13][CH:12]=[CH:11][CH:10]=5)=[CH:16][C:17]=4[C:21]=3[CH:22]=[C:23]([C:26]3[CH:27]=[CH:28][CH:29]=[CH:30][CH:31]=3)[CH:24]=2)[CH:5]=[CH:6][CH:7]=1. (9) Given the reactants C([N:8]1[CH2:25][C:12]2([CH2:17][CH2:16][N:15]([C:18]([O:20][C:21]([CH3:24])([CH3:23])[CH3:22])=[O:19])[CH2:14][CH2:13]2)[O:11][CH:10]([C:26]2[CH:31]=[CH:30][CH:29]=[CH:28][CH:27]=2)[CH2:9]1)C1C=CC=CC=1.C([O-])=O.[NH4+], predict the reaction product. The product is: [C:26]1([CH:10]2[CH2:9][NH:8][CH2:25][C:12]3([CH2:13][CH2:14][N:15]([C:18]([O:20][C:21]([CH3:24])([CH3:22])[CH3:23])=[O:19])[CH2:16][CH2:17]3)[O:11]2)[CH:27]=[CH:28][CH:29]=[CH:30][CH:31]=1. (10) The product is: [Br:26][C:27]1[C:3]([C:4]2[CH:13]=[CH:12][CH:11]=[CH:10][C:5]=2[C:6]([O:8][CH3:9])=[O:7])=[N:2][O:1][C:28]=1[C@@H:29]1[C@:34]([C:36]2[CH:41]=[CH:40][C:39]([F:42])=[C:38]([F:43])[CH:37]=2)([OH:35])[CH2:33][CH2:32][N:31]([C:44]([O:46][C:47]([CH3:50])([CH3:49])[CH3:48])=[O:45])[CH2:30]1. Given the reactants [OH:1][N:2]=[CH:3][C:4]1[CH:13]=[CH:12][CH:11]=[CH:10][C:5]=1[C:6]([O:8][CH3:9])=[O:7].CC1C=CC(S(NCl)(=O)=O)=CC=1.[Br:26][C:27]#[C:28][C@@H:29]1[C@:34]([C:36]2[CH:41]=[CH:40][C:39]([F:42])=[C:38]([F:43])[CH:37]=2)([OH:35])[CH2:33][CH2:32][N:31]([C:44]([O:46][C:47]([CH3:50])([CH3:49])[CH3:48])=[O:45])[CH2:30]1, predict the reaction product.